Predict which catalyst facilitates the given reaction. From a dataset of Catalyst prediction with 721,799 reactions and 888 catalyst types from USPTO. (1) Reactant: [OH-:1].[Na+:2].[CH:3]1[N:7]=[CH:6][N:5]([CH2:8][C:9]([P:15]([OH:18])([OH:17])=[O:16])([P:11]([OH:14])([OH:13])=[O:12])[OH:10])[CH:4]=1.CN(C=[O:23])C. Product: [CH:3]1[N:7]=[CH:6][N:5]([CH2:8][C:9]([P:11]([O-:14])([OH:13])=[O:12])([P:15]([O-:17])([OH:18])=[O:16])[OH:10])[CH:4]=1.[OH2:23].[OH2:1].[OH2:10].[OH2:10].[Na+:2].[Na+:2]. The catalyst class is: 6. (2) Reactant: [CH3:1][N:2]1[C:6]([CH3:7])=[C:5]([C:8]2[CH:9]=[C:10]([CH:25]=[CH:26][CH:27]=2)[CH2:11][O:12][C:13]2[CH:18]=[CH:17][C:16]([CH2:19][CH2:20][C:21]([O:23]C)=[O:22])=[CH:15][CH:14]=2)[C:4]([CH3:28])=[N:3]1.[OH-].[Na+].O.C(O)(=O)CC(CC(O)=O)(C(O)=O)O. Product: [CH3:1][N:2]1[C:6]([CH3:7])=[C:5]([C:8]2[CH:9]=[C:10]([CH:25]=[CH:26][CH:27]=2)[CH2:11][O:12][C:13]2[CH:18]=[CH:17][C:16]([CH2:19][CH2:20][C:21]([OH:23])=[O:22])=[CH:15][CH:14]=2)[C:4]([CH3:28])=[N:3]1. The catalyst class is: 111. (3) Reactant: [NH2:1][C:2]1[N:7]([C:8]2[C:32]([F:33])=[CH:31][C:11]([O:12][CH2:13][CH2:14][CH2:15][CH2:16][CH2:17][NH:18][C@H:19]([C:24]([O:26]C(C)(C)C)=[O:25])[CH2:20][CH:21]([CH3:23])[CH3:22])=[CH:10][C:9]=2[F:34])[C:6](=[O:35])[CH:5]=[CH:4][C:3]=1[C:36](=[O:45])[C:37]1[CH:42]=[CH:41][C:40]([F:43])=[CH:39][C:38]=1[F:44].C(O)(C(F)(F)F)=O. Product: [NH2:1][C:2]1[N:7]([C:8]2[C:9]([F:34])=[CH:10][C:11]([O:12][CH2:13][CH2:14][CH2:15][CH2:16][CH2:17][NH:18][C@H:19]([C:24]([OH:26])=[O:25])[CH2:20][CH:21]([CH3:23])[CH3:22])=[CH:31][C:32]=2[F:33])[C:6](=[O:35])[CH:5]=[CH:4][C:3]=1[C:36](=[O:45])[C:37]1[CH:42]=[CH:41][C:40]([F:43])=[CH:39][C:38]=1[F:44]. The catalyst class is: 2. (4) Reactant: [Br:1][C:2]1[C:3](Cl)=[C:4]([C:16]#[N:17])[C:5](=O)[N:6]([CH:8]2[CH2:13][CH2:12][CH2:11][CH2:10][CH:9]2[CH3:14])[CH:7]=1.[OH2:19].[NH2:20][NH2:21].C(=O)([O-])O.[Na+]. Product: [NH2:17][C:16]1[C:4]2[C:5](=[O:19])[N:6]([CH:8]3[CH2:13][CH2:12][CH2:11][CH2:10][CH:9]3[CH3:14])[CH:7]=[C:2]([Br:1])[C:3]=2[NH:21][N:20]=1. The catalyst class is: 8. (5) Reactant: Br[CH2:2][C@@H:3]([OH:22])[CH2:4][O:5][C:6]1[CH:11]=[C:10]([F:12])[CH:9]=[C:8]([C:13]2[C:18]([Cl:19])=[CH:17][CH:16]=[CH:15][C:14]=2[Cl:20])[C:7]=1O.BrC[C@@H](OC(=O)C)C[O:27]C1C(O)=C(C2C(Cl)=CC=CC=2Cl)C=C(F)C=1.[OH-].[Na+]. Product: [Cl:19][C:18]1[CH:17]=[CH:16][CH:15]=[C:14]([Cl:20])[C:13]=1[C:8]1[C:7]2[O:22][C@@H:3]([CH2:2][OH:27])[CH2:4][O:5][C:6]=2[CH:11]=[C:10]([F:12])[CH:9]=1. The catalyst class is: 5.